Dataset: Full USPTO retrosynthesis dataset with 1.9M reactions from patents (1976-2016). Task: Predict the reactants needed to synthesize the given product. (1) Given the product [CH3:11][C:9]1[N:10]=[C:5]2[CH:4]=[CH:3][C:2]([C:18]3[CH:19]=[CH:20][CH:21]=[CH:22][C:17]=3[C:16]([F:27])([F:26])[F:15])=[N:7][N:6]2[C:8]=1[C:12]([OH:14])=[O:13], predict the reactants needed to synthesize it. The reactants are: Cl[C:2]1[CH:3]=[CH:4][C:5]2[N:6]([C:8]([C:12]([O-:14])=[O:13])=[C:9]([CH3:11])[N:10]=2)[N:7]=1.[F:15][C:16]([F:27])([F:26])[C:17]1[CH:22]=[CH:21][CH:20]=[CH:19][C:18]=1B(O)O.C([O-])([O-])=O.[Cs+].[Cs+].[Li+].[OH-]. (2) Given the product [CH:1]1([CH2:6][CH:7]([N:11]2[C:16](=[O:17])[CH:15]=[C:14]([O:18][C:19]3[CH:24]=[CH:23][CH:22]=[CH:21][C:20]=3[C:25]([N:27]3[CH2:31][CH2:30][CH2:29][CH2:28]3)=[O:26])[CH:13]=[N:12]2)[C:8]([NH:32][C:33]2[CH:37]=[CH:36][N:35]([CH2:38][C:39]([OH:41])([CH3:42])[CH3:40])[N:34]=2)=[O:9])[CH2:5][CH2:4][CH2:3][CH2:2]1, predict the reactants needed to synthesize it. The reactants are: [CH:1]1([CH2:6][CH:7]([N:11]2[C:16](=[O:17])[CH:15]=[C:14]([O:18][C:19]3[CH:24]=[CH:23][CH:22]=[CH:21][C:20]=3[C:25]([N:27]3[CH2:31][CH2:30][CH2:29][CH2:28]3)=[O:26])[CH:13]=[N:12]2)[C:8](O)=[O:9])[CH2:5][CH2:4][CH2:3][CH2:2]1.[NH2:32][C:33]1[CH:37]=[CH:36][N:35]([CH2:38][C:39]([CH3:42])([OH:41])[CH3:40])[N:34]=1. (3) Given the product [N+:16]([C:19]1[CH:30]=[CH:29][C:22]2[NH:23][C:24]([C:9]([O:11][C:12]([CH3:13])([CH3:14])[CH3:15])=[O:10])=[N:25][C:21]=2[CH:20]=1)([O-:18])=[O:17], predict the reactants needed to synthesize it. The reactants are: [C:12]([O:11][C:9](O[C:9]([O:11][C:12]([CH3:15])([CH3:14])[CH3:13])=[O:10])=[O:10])([CH3:15])([CH3:14])[CH3:13].[N+:16]([C:19]1[CH:30]=[CH:29][C:22]2[NH:23][C:24](C(O)=O)=[N:25][C:21]=2[CH:20]=1)([O-:18])=[O:17]. (4) Given the product [CH3:22][O:23][C:1](=[O:6])[CH2:18][C@H:17]([OH:19])[CH2:16][O:15][CH3:14], predict the reactants needed to synthesize it. The reactants are: [C:1]([OH:6])(CC)(C)C.NC1C=CN=CC=1.[CH3:14][O:15][CH2:16][C@H:17]1[O:19][CH2:18]1.[C]=O.[CH3:22][OH:23].